Dataset: Forward reaction prediction with 1.9M reactions from USPTO patents (1976-2016). Task: Predict the product of the given reaction. (1) The product is: [OH:20][CH2:21][CH2:22][N:23]1[CH2:28][CH2:27][N:26]([C:2]2[N:7]=[C:6]([CH3:8])[N:5]=[C:4]([NH:9][C:10]3[S:11][C:12]([C:15]([O:17][CH2:18][CH3:19])=[O:16])=[CH:13][N:14]=3)[CH:3]=2)[CH2:25][CH2:24]1. Given the reactants Br[C:2]1[N:7]=[C:6]([CH3:8])[N:5]=[C:4]([NH:9][C:10]2[S:11][C:12]([C:15]([O:17][CH2:18][CH3:19])=[O:16])=[CH:13][N:14]=2)[CH:3]=1.[OH:20][CH2:21][CH2:22][N:23]1[CH2:28][CH2:27][NH:26][CH2:25][CH2:24]1, predict the reaction product. (2) Given the reactants N[CH:2]([OH:4])[CH3:3].[CH2:5]([O:12][C:13](Cl)=[O:14])[C:6]1[CH:11]=[CH:10][CH:9]=[CH:8][CH:7]=1.C([N:18](CC)CC)C, predict the reaction product. The product is: [CH2:5]([O:12][C:13](=[O:14])[NH:18][CH2:3][CH2:2][OH:4])[C:6]1[CH:11]=[CH:10][CH:9]=[CH:8][CH:7]=1. (3) Given the reactants [Si]([O:8][CH2:9][CH2:10][CH:11]([C:19]1[N:23]2[C:24]([F:41])=[CH:25][C:26]([C:28]3[CH:33]=[CH:32][N:31]=[C:30]([NH:34][C:35]4[N:36]([CH3:40])[N:37]=[CH:38][CH:39]=4)[N:29]=3)=[CH:27][C:22]2=[N:21][N:20]=1)[O:12][C:13]1[CH:18]=[CH:17][CH:16]=[CH:15][CH:14]=1)(C(C)(C)C)(C)C.B(F)(F)F.CCOCC, predict the reaction product. The product is: [F:41][C:24]1[N:23]2[C:19]([CH:11]([O:12][C:13]3[CH:18]=[CH:17][CH:16]=[CH:15][CH:14]=3)[CH2:10][CH2:9][OH:8])=[N:20][N:21]=[C:22]2[CH:27]=[C:26]([C:28]2[CH:33]=[CH:32][N:31]=[C:30]([NH:34][C:35]3[N:36]([CH3:40])[N:37]=[CH:38][CH:39]=3)[N:29]=2)[CH:25]=1. (4) Given the reactants C[O:2][C:3](=[O:13])[C:4]1[CH:9]=[CH:8][C:7]([NH:10][CH3:11])=[C:6]([NH2:12])[CH:5]=1.[Cl:14][C:15]1[CH:20]=[CH:19][CH:18]=[C:17]([Cl:21])[C:16]=1[N:22]=C=S.C1CCC(N=C=NC2CCCCC2)CC1.[OH-].[Na+], predict the reaction product. The product is: [Cl:14][C:15]1[CH:20]=[CH:19][CH:18]=[C:17]([Cl:21])[C:16]=1[NH:22][C:11]1[NH:10][C:7]2[CH:8]=[CH:9][C:4]([C:3]([OH:2])=[O:13])=[CH:5][C:6]=2[N:12]=1. (5) Given the reactants [CH:1]([C:4]1[CH:9]=[CH:8][C:7]([C:10]2[CH:11]=[C:12]([C:16]3[CH:17]=[C:18]([CH:24]=[CH:25][CH:26]=3)[C:19]([O:21]CC)=[O:20])[CH:13]=[N:14][CH:15]=2)=[CH:6][CH:5]=1)([CH3:3])[CH3:2].O.[OH-].[Li+].Cl, predict the reaction product. The product is: [CH:1]([C:4]1[CH:5]=[CH:6][C:7]([C:10]2[CH:11]=[C:12]([C:16]3[CH:17]=[C:18]([CH:24]=[CH:25][CH:26]=3)[C:19]([OH:21])=[O:20])[CH:13]=[N:14][CH:15]=2)=[CH:8][CH:9]=1)([CH3:3])[CH3:2]. (6) Given the reactants I[CH2:2][C:3]12[CH2:10][CH2:9][C:6]([C:11]3[CH:16]=[CH:15][CH:14]=[C:13]([O:17][CH:18]4[CH2:23][CH2:22][CH2:21][CH2:20]O4)[CH:12]=3)([CH2:7][CH2:8]1)[O:5][CH2:4]2.[SH:24][CH2:25][CH2:26][C:27]([O:29][CH3:30])=[O:28].[C:31]([O-])([O-])=O.[K+].[K+], predict the reaction product. The product is: [O:17]([C:13]1[CH:12]=[C:11]([C:6]23[CH2:7][CH2:8][C:3]([CH2:2][S:24][CH2:25][CH2:26][C:27]([O:29][CH3:30])=[O:28])([CH2:10][CH2:9]2)[CH2:4][O:5]3)[CH:16]=[CH:15][CH:14]=1)[C:18]1[CH:31]=[CH:20][CH:21]=[CH:22][CH:23]=1. (7) The product is: [OH:20]/[C:14](=[C:4]1\[CH:5]2[C:8]([CH3:10])([CH3:9])[C:1]([CH3:11])([C:2]\1=[O:3])[CH2:7][CH2:6]2)/[C:15]([O:17][CH2:18][CH3:19])=[O:16]. Given the reactants [C@@:1]12([CH3:11])[C:8]([CH3:10])([CH3:9])[CH:5]([CH2:6][CH2:7]1)[CH2:4][C:2]2=[O:3].[H-].[Na+].[C:14](OCC)(=[O:20])[C:15]([O:17][CH2:18][CH3:19])=[O:16], predict the reaction product. (8) Given the reactants [C:1]([O:5][C:6]([N:8]1[CH2:13][CH2:12][N:11]([C:14](=[S:16])[NH2:15])[CH2:10][CH2:9]1)=[O:7])([CH3:4])([CH3:3])[CH3:2].[F:17][C:18]([F:24])([F:23])[C:19]([CH2:21]Br)=O.C(N(CC)CC)C, predict the reaction product. The product is: [C:1]([O:5][C:6]([N:8]1[CH2:9][CH2:10][N:11]([C:14]2[S:16][CH:21]=[C:19]([C:18]([F:24])([F:23])[F:17])[N:15]=2)[CH2:12][CH2:13]1)=[O:7])([CH3:4])([CH3:2])[CH3:3]. (9) Given the reactants [C:1]([NH:4][C:5]1[S:6][C:7]([C:11]2[N:12]=[C:13]([C:16](Cl)=[O:17])[S:14][CH:15]=2)=[C:8]([CH3:10])[N:9]=1)(=[O:3])[CH3:2].[NH:19]1[CH2:23][CH2:22][CH:21]([OH:24])[CH2:20]1.C(N(CC)CC)C, predict the reaction product. The product is: [OH:24][CH:21]1[CH2:22][CH2:23][N:19]([C:16]([C:13]2[S:14][CH:15]=[C:11]([C:7]3[S:6][C:5]([NH:4][C:1](=[O:3])[CH3:2])=[N:9][C:8]=3[CH3:10])[N:12]=2)=[O:17])[CH2:20]1. (10) Given the reactants [C:1]([OH:10])(=[O:9])[C:2]1[C:3](=[CH:5][CH:6]=[CH:7][CH:8]=1)[SH:4].I[C:12]1[CH:17]=[CH:16][C:15]([O:18][CH3:19])=[CH:14][CH:13]=1.C(=O)([O-])[O-].[K+].[K+], predict the reaction product. The product is: [CH3:19][O:18][C:15]1[CH:16]=[CH:17][C:12]([S:4][C:3]2[CH:5]=[CH:6][CH:7]=[CH:8][C:2]=2[C:1]([OH:10])=[O:9])=[CH:13][CH:14]=1.